From a dataset of Forward reaction prediction with 1.9M reactions from USPTO patents (1976-2016). Predict the product of the given reaction. (1) Given the reactants C(N(CC)CC)C.Cl.[NH2:9][CH2:10][C:11]1[CH:19]=[CH:18][CH:17]=[C:16]2[C:12]=1[C:13](=[O:29])[N:14]([CH:21]1[CH2:26][CH2:25][C:24](=[O:27])[NH:23][C:22]1=[O:28])[C:15]2=[O:20].[C:30](Cl)(=[O:39])[C:31]1[CH:36]=[CH:35][C:34]([O:37][CH3:38])=[CH:33][CH:32]=1, predict the reaction product. The product is: [O:28]=[C:22]1[CH:21]([N:14]2[C:13](=[O:29])[C:12]3[C:16](=[CH:17][CH:18]=[CH:19][C:11]=3[CH2:10][NH:9][C:30](=[O:39])[C:31]3[CH:36]=[CH:35][C:34]([O:37][CH3:38])=[CH:33][CH:32]=3)[C:15]2=[O:20])[CH2:26][CH2:25][C:24](=[O:27])[NH:23]1. (2) Given the reactants [C:1]([OH:7])(=O)[CH2:2][CH2:3][CH:4]=[CH2:5].[NH2:8][C@H:9]([C:12]1[CH:17]=[CH:16][CH:15]=[CH:14][CH:13]=1)[CH2:10][OH:11], predict the reaction product. The product is: [OH:11][CH2:10][C@H:9]([NH:8][C:1](=[O:7])[CH2:2][CH2:3][CH:4]=[CH2:5])[C:12]1[CH:17]=[CH:16][CH:15]=[CH:14][CH:13]=1.